This data is from Catalyst prediction with 721,799 reactions and 888 catalyst types from USPTO. The task is: Predict which catalyst facilitates the given reaction. (1) Reactant: [N+:1]([C:4]1[CH:12]=[CH:11][CH:10]=[C:9]2[C:5]=1[CH:6]=[CH:7][N:8]2[CH2:13][C:14]1[C:22]2[C:17](=[N:18][CH:19]=[CH:20][CH:21]=2)[N:16]([C:23]([O:25][C:26]([CH3:29])([CH3:28])[CH3:27])=[O:24])[CH:15]=1)([O-])=O. Product: [NH2:1][C:4]1[CH:12]=[CH:11][CH:10]=[C:9]2[C:5]=1[CH:6]=[CH:7][N:8]2[CH2:13][C:14]1[C:22]2[C:17](=[N:18][CH:19]=[CH:20][CH:21]=2)[N:16]([C:23]([O:25][C:26]([CH3:29])([CH3:28])[CH3:27])=[O:24])[CH:15]=1. The catalyst class is: 354. (2) Reactant: [CH:1]12[CH2:7][CH:4]([CH:5]=[CH:6]1)[CH2:3][C:2]2([CH2:10][OH:11])[CH2:8][OH:9].[H][H]. Product: [CH:1]12[CH2:7][CH:4]([CH2:5][CH2:6]1)[CH2:3][C:2]2([CH2:8][OH:9])[CH2:10][OH:11]. The catalyst class is: 29.